Dataset: Reaction yield outcomes from USPTO patents with 853,638 reactions. Task: Predict the reaction yield, written as a fraction of the theoretical maximum amount of product (1.0 means a 100% yield; for example, 0.34 means a 34% yield). (1) The reactants are N1C=[CH:5][C:4]([CH:7]=[C:8]2[C:16]3[C:11](=[N:12][CH:13]=[C:14]([C:17]4[CH:22]=[C:21]([O:23][CH3:24])[C:20]([O:25][CH3:26])=[C:19]([O:27][CH3:28])[CH:18]=4)[CH:15]=3)[NH:10][C:9]2=[O:29])=[CH:3][CH:2]=1.[CH:30]([O-])=O.[NH4+:33]. The catalyst is CO.[Pd]. The product is [N:33]1[CH:30]=[CH:2][CH:3]=[C:4]([CH2:7][CH:8]2[C:16]3[C:11](=[N:12][CH:13]=[C:14]([C:17]4[CH:18]=[C:19]([O:27][CH3:28])[C:20]([O:25][CH3:26])=[C:21]([O:23][CH3:24])[CH:22]=4)[CH:15]=3)[NH:10][C:9]2=[O:29])[CH:5]=1. The yield is 0.660. (2) The reactants are Br[C:2]1[CH:7]=[CH:6][C:5]([NH2:8])=[CH:4][C:3]=1[F:9].[CH:10]1[C:19]2[CH:18]=[CH:17][CH:16]=[C:15](B(O)O)[C:14]=2[CH:13]=[CH:12][N:11]=1.CCO.C(=O)([O-])[O-].[Na+].[Na+]. The catalyst is C1(C)C=CC=CC=1.C1C=CC([P]([Pd]([P](C2C=CC=CC=2)(C2C=CC=CC=2)C2C=CC=CC=2)([P](C2C=CC=CC=2)(C2C=CC=CC=2)C2C=CC=CC=2)[P](C2C=CC=CC=2)(C2C=CC=CC=2)C2C=CC=CC=2)(C2C=CC=CC=2)C2C=CC=CC=2)=CC=1. The product is [F:9][C:3]1[CH:4]=[C:5]([NH2:8])[CH:6]=[CH:7][C:2]=1[C:15]1[CH:16]=[CH:17][CH:18]=[C:19]2[C:14]=1[CH:13]=[CH:12][N:11]=[CH:10]2. The yield is 0.820. (3) The reactants are [CH3:1][O:2][C:3]1[CH:8]=[CH:7][C:6]([C:9](=[NH:21])[NH:10][C:11]2[CH:16]=[CH:15][C:14]([S:17]([CH3:20])(=[O:19])=[O:18])=[CH:13][CH:12]=2)=[CH:5][N:4]=1.C(=O)(O)[O-].[Na+].Br[CH2:28][C:29](=[O:34])[C:30]([F:33])([F:32])[F:31]. The catalyst is C(O)(C)C. The product is [CH3:1][O:2][C:3]1[CH:8]=[CH:7][C:6]([C:9]2[N:10]([C:11]3[CH:16]=[CH:15][C:14]([S:17]([CH3:20])(=[O:19])=[O:18])=[CH:13][CH:12]=3)[CH2:28][C:29]([OH:34])([C:30]([F:33])([F:32])[F:31])[N:21]=2)=[CH:5][N:4]=1. The yield is 0.420. (4) The reactants are [CH3:1][C:2]1[CH:3]=[CH:4][C:5]([CH2:8]O)=[N:6][CH:7]=1.S(Cl)([Cl:12])=O. The catalyst is C(Cl)Cl. The product is [Cl:12][CH2:8][C:5]1[CH:4]=[CH:3][C:2]([CH3:1])=[CH:7][N:6]=1. The yield is 0.760. (5) The reactants are [Cl-].O[NH3+:3].[C:4](=[O:7])([O-])[OH:5].[Na+].CS(C)=O.[CH2:13]([C:17]1[N:18]=[C:19]([CH3:47])[N:20]([C:41]2[CH:46]=[CH:45][CH:44]=[CH:43][CH:42]=2)[C:21](=[O:40])[C:22]=1[CH2:23][C:24]1[C:29]([F:30])=[CH:28][C:27]([C:31]2[C:32]([C:37]#[N:38])=[CH:33][CH:34]=[CH:35][CH:36]=2)=[CH:26][C:25]=1[F:39])[CH2:14][CH2:15][CH3:16]. The catalyst is O.C(OCC)(=O)C. The product is [CH2:13]([C:17]1[N:18]=[C:19]([CH3:47])[N:20]([C:41]2[CH:46]=[CH:45][CH:44]=[CH:43][CH:42]=2)[C:21](=[O:40])[C:22]=1[CH2:23][C:24]1[C:25]([F:39])=[CH:26][C:27]([C:31]2[CH:36]=[CH:35][CH:34]=[CH:33][C:32]=2[C:37]2[NH:3][C:4](=[O:7])[O:5][N:38]=2)=[CH:28][C:29]=1[F:30])[CH2:14][CH2:15][CH3:16]. The yield is 0.470. (6) The reactants are [CH:1]1([CH:4]=[CH:5][C:6]2[S:10][C:9]([CH:11]=[O:12])=[CH:8][CH:7]=2)[CH2:3][CH2:2]1.[BH4-].[Na+].C(O)(=O)C.O. The catalyst is O1CCCC1CCO. The product is [CH:1]1([CH:4]=[CH:5][C:6]2[S:10][C:9]([CH2:11][OH:12])=[CH:8][CH:7]=2)[CH2:3][CH2:2]1. The yield is 0.962. (7) The reactants are Br[C:2]1[CH:14]=[CH:13][C:12]2[C:11]3[C:6](=[CH:7][C:8](Br)=[CH:9][CH:10]=3)[C:5]([CH2:19][CH2:20][CH3:21])([CH2:16][CH2:17][CH3:18])[C:4]=2[CH:3]=1.[CH3:22][C@@H:23]([CH2:42][CH2:43][CH:44]=[C:45]([CH3:47])[CH3:46])[CH2:24][CH2:25][O:26][C:27]1[CH:32]=[CH:31][C:30]([C:33]2(B(O)O)[N:38]=[CH:37][CH:36]=[CH:35][NH:34]2)=[CH:29][CH:28]=1.[C:48](=[O:51])([O-])[O-].[Na+].[Na+]. The catalyst is C1C=CC([P]([Pd]([P](C2C=CC=CC=2)(C2C=CC=CC=2)C2C=CC=CC=2)([P](C2C=CC=CC=2)(C2C=CC=CC=2)C2C=CC=CC=2)[P](C2C=CC=CC=2)(C2C=CC=CC=2)C2C=CC=CC=2)(C2C=CC=CC=2)C2C=CC=CC=2)=CC=1.COCCOC. The product is [CH3:22][C@@H:23]([CH2:42][CH2:43][CH:44]=[C:45]([CH3:47])[CH3:46])[CH2:24][CH2:25][O:26][C:27]1[CH:32]=[CH:31][C:30]([C:33]2[N:38]=[CH:37][C:36]([C:2]3[CH:14]=[CH:13][C:12]4[C:11]5[C:6](=[CH:7][C:8]([C:36]6[CH:37]=[N:38][C:33]([C:30]7[CH:29]=[CH:28][C:27]([O:51][CH2:48][CH2:46][C@@H:45]([CH3:47])[CH2:44][CH2:43][CH:42]=[C:23]([CH3:22])[CH3:24])=[CH:32][CH:31]=7)=[N:34][CH:35]=6)=[CH:9][CH:10]=5)[C:5]([CH2:19][CH2:20][CH3:21])([CH2:16][CH2:17][CH3:18])[C:4]=4[CH:3]=3)=[CH:35][N:34]=2)=[CH:29][CH:28]=1. The yield is 0.580. (8) The reactants are ClS(O)(=O)=O.S(=O)(=O)(O)O.C(O)(=O)/C=C/C(O)=O.C(O)(=O)/C=C\C(O)=O.[N+:27]([C:30]1[CH:46]=[CH:45][CH:44]=[CH:43][C:31]=1[O:32]/[C:33](=[CH:38]\[C:39]([O:41]C)=O)/[C:34]([O:36][CH3:37])=[O:35])([O-:29])=[O:28].[N+](C1C=CC=CC=1O/C(=C/C(OC)=O)/C(OC)=O)([O-])=O. No catalyst specified. The product is [N+:27]([C:30]1[C:31]2[O:32][C:33]([C:34]([O:36][CH3:37])=[O:35])=[CH:38][C:39](=[O:41])[C:43]=2[CH:44]=[CH:45][CH:46]=1)([O-:29])=[O:28]. The yield is 0.880. (9) The reactants are [CH2:1]([OH:4])[CH2:2][OH:3].[H-].[Na+].Br[CH2:8][C:9]1[CH:14]=[CH:13][C:12]([C:15]([CH3:18])([CH3:17])[CH3:16])=[CH:11][CH:10]=1.O. The catalyst is C1COCC1.[N+](CCCC)(CCCC)(CCCC)CCCC.[I-].CCOC(C)=O. The product is [CH3:18][C:15]([C:12]1[CH:11]=[CH:10][C:9]([CH2:8][O:3][CH2:2][CH2:1][OH:4])=[CH:14][CH:13]=1)([CH3:16])[CH3:17]. The yield is 0.510.